From a dataset of NCI-60 drug combinations with 297,098 pairs across 59 cell lines. Regression. Given two drug SMILES strings and cell line genomic features, predict the synergy score measuring deviation from expected non-interaction effect. (1) Drug 1: CC(C)CN1C=NC2=C1C3=CC=CC=C3N=C2N. Drug 2: B(C(CC(C)C)NC(=O)C(CC1=CC=CC=C1)NC(=O)C2=NC=CN=C2)(O)O. Cell line: IGROV1. Synergy scores: CSS=6.91, Synergy_ZIP=1.06, Synergy_Bliss=-0.519, Synergy_Loewe=-22.8, Synergy_HSA=-3.27. (2) Drug 1: CN(C)N=NC1=C(NC=N1)C(=O)N. Drug 2: CC(C)NC(=O)C1=CC=C(C=C1)CNNC.Cl. Cell line: NCIH23. Synergy scores: CSS=8.35, Synergy_ZIP=-1.30, Synergy_Bliss=2.71, Synergy_Loewe=1.79, Synergy_HSA=2.09. (3) Drug 1: C1CC(=O)NC(=O)C1N2C(=O)C3=CC=CC=C3C2=O. Drug 2: C1CN(P(=O)(OC1)NCCCl)CCCl. Cell line: HOP-62. Synergy scores: CSS=13.3, Synergy_ZIP=2.20, Synergy_Bliss=5.45, Synergy_Loewe=1.47, Synergy_HSA=4.42. (4) Drug 1: C1=CC(=CC=C1CCCC(=O)O)N(CCCl)CCCl. Drug 2: C(=O)(N)NO. Cell line: TK-10. Synergy scores: CSS=14.5, Synergy_ZIP=-5.56, Synergy_Bliss=-4.21, Synergy_Loewe=-7.70, Synergy_HSA=-2.70. (5) Drug 1: C1CN1C2=NC(=NC(=N2)N3CC3)N4CC4. Drug 2: C(=O)(N)NO. Cell line: MCF7. Synergy scores: CSS=24.4, Synergy_ZIP=-0.845, Synergy_Bliss=-0.333, Synergy_Loewe=-9.04, Synergy_HSA=1.13. (6) Drug 1: CN1C2=C(C=C(C=C2)N(CCCl)CCCl)N=C1CCCC(=O)O.Cl. Drug 2: C1CCC(C(C1)N)N.C(=O)(C(=O)[O-])[O-].[Pt+4]. Cell line: UACC62. Synergy scores: CSS=36.4, Synergy_ZIP=-5.33, Synergy_Bliss=2.96, Synergy_Loewe=-12.0, Synergy_HSA=4.87. (7) Drug 1: CN1CCC(CC1)COC2=C(C=C3C(=C2)N=CN=C3NC4=C(C=C(C=C4)Br)F)OC. Drug 2: CC(CN1CC(=O)NC(=O)C1)N2CC(=O)NC(=O)C2. Cell line: RPMI-8226. Synergy scores: CSS=19.9, Synergy_ZIP=0.450, Synergy_Bliss=-0.452, Synergy_Loewe=-6.64, Synergy_HSA=-4.39.